The task is: Predict the product of the given reaction.. This data is from Forward reaction prediction with 1.9M reactions from USPTO patents (1976-2016). (1) Given the reactants N1C=CN=C1.[Si:6](Cl)([C:9]([CH3:12])([CH3:11])[CH3:10])([CH3:8])[CH3:7].[Cl:14][C:15]1[S:19][C:18]([C:20]([NH:22][C:23]2[CH:31]=[CH:30][CH:29]=[C:28]3[C:24]=2[C:25](=[O:43])[N:26]([CH2:32][C:33]2[CH:38]=[CH:37][C:36]([NH:39][CH2:40][CH2:41][OH:42])=[CH:35][CH:34]=2)[CH2:27]3)=[O:21])=[CH:17][CH:16]=1, predict the reaction product. The product is: [Si:6]([O:42][CH2:41][CH2:40][NH:39][C:36]1[CH:35]=[CH:34][C:33]([CH2:32][N:26]2[C:25](=[O:43])[C:24]3[C:28](=[CH:29][CH:30]=[CH:31][C:23]=3[NH:22][C:20]([C:18]3[S:19][C:15]([Cl:14])=[CH:16][CH:17]=3)=[O:21])[CH2:27]2)=[CH:38][CH:37]=1)([C:9]([CH3:12])([CH3:11])[CH3:10])([CH3:8])[CH3:7]. (2) Given the reactants [Cl:1][C:2]1[CH:21]=[CH:20][C:5]([CH:6]=[C:7]2[CH2:12][CH2:11][N:10]([C:13]([O:15][C:16]([CH3:19])([CH3:18])[CH3:17])=[O:14])[CH2:9][CH2:8]2)=[CH:4][C:3]=1F.Br[CH2:24][C:25]1[CH:30]=[CH:29][C:28]([Cl:31])=[CH:27][C:26]=1[F:32].Cl, predict the reaction product. The product is: [Cl:1][C:2]1[CH:21]=[CH:20][C:5]([CH:6]=[C:7]2[CH2:12][CH2:11][N:10]([C:13]([O:15][C:16]([CH3:19])([CH3:18])[CH3:17])=[O:14])[CH2:9][CH2:8]2)=[C:4]([F:32])[CH:3]=1.[ClH:31].[Cl:31][C:28]1[CH:29]=[CH:30][C:25]([CH:24]=[C:7]2[CH2:12][CH2:11][NH:10][CH2:9][CH2:8]2)=[C:26]([F:32])[CH:27]=1. (3) Given the reactants [NH2:1][C:2]1[CH:7]=[CH:6][C:5]([S:8][CH2:9][CH2:10][N:11]([CH2:24][C:25]([F:28])([F:27])[F:26])[C:12]2[CH:19]=[CH:18][C:15]([C:16]#[N:17])=[C:14]([C:20]([F:23])([F:22])[F:21])[CH:13]=2)=[CH:4][CH:3]=1.[CH3:29][S:30](Cl)(=[O:32])=[O:31], predict the reaction product. The product is: [C:16]([C:15]1[CH:18]=[CH:19][C:12]([N:11]([CH2:24][C:25]([F:28])([F:26])[F:27])[CH2:10][CH2:9][S:8][C:5]2[CH:6]=[CH:7][C:2]([NH:1][S:30]([CH3:29])(=[O:32])=[O:31])=[CH:3][CH:4]=2)=[CH:13][C:14]=1[C:20]([F:21])([F:22])[F:23])#[N:17]. (4) Given the reactants C([O:8][C:9]1[C:14](=[O:15])[N:13]=[C:12]([CH2:16][C:17]2[C:22]([C:23]3[CH:28]=[CH:27][CH:26]=[CH:25][CH:24]=3)=[CH:21][CH:20]=[CH:19][N:18]=2)[N:11]2[CH2:29][CH2:30][N:31]([CH:34]([CH3:36])[CH3:35])[C:32](=[O:33])[C:10]=12)C1C=CC=CC=1.OC1C(=O)N=C(CC2(C3C=CC(C(F)(F)F)=CC=3)CCCC2)N2CCN(C(C)C)C(=O)C=12, predict the reaction product. The product is: [OH:8][C:9]1[C:14](=[O:15])[N:13]=[C:12]([CH2:16][C:17]2[C:22]([C:23]3[CH:28]=[CH:27][CH:26]=[CH:25][CH:24]=3)=[CH:21][CH:20]=[CH:19][N:18]=2)[N:11]2[CH2:29][CH2:30][N:31]([CH:34]([CH3:36])[CH3:35])[C:32](=[O:33])[C:10]=12. (5) Given the reactants C1(P(C2C=CC=CC=2)C2C=CC=CC=2)C=CC=CC=1.CC(OC(/N=N/C(OC(C)C)=O)=O)C.[CH2:34]([O:41][CH2:42][C@H:43]1[N:47]([S:48]([C:51]2[CH:60]=[CH:59][C:58]3[C:53](=[CH:54][CH:55]=[CH:56][CH:57]=3)[CH:52]=2)(=[O:50])=[O:49])[CH2:46][C@H:45](O)[CH2:44]1)[C:35]1[CH:40]=[CH:39][CH:38]=[CH:37][CH:36]=1.[C:62]([OH:65])(=[S:64])[CH3:63], predict the reaction product. The product is: [CH2:34]([O:41][CH2:42][C@H:43]1[N:47]([S:48]([C:51]2[CH:60]=[CH:59][C:58]3[C:53](=[CH:54][CH:55]=[CH:56][CH:57]=3)[CH:52]=2)(=[O:49])=[O:50])[CH2:46][C@@H:45]([S:64][C:62](=[O:65])[CH3:63])[CH2:44]1)[C:35]1[CH:40]=[CH:39][CH:38]=[CH:37][CH:36]=1. (6) Given the reactants CO[CH:3]([O:6][CH3:7])[O:4][CH3:5].C1(C)C=CC(S(O)(=O)=O)=CC=1.[C:19]([O-:22])([O-])=O.[Na+].[Na+].[CH3:25][OH:26], predict the reaction product. The product is: [CH3:7][O:6][C:3]([O:4][CH3:5])([CH2:19][OH:22])[CH2:25][OH:26]. (7) Given the reactants Cl.[CH3:2][O:3][C:4]1[C:8]2[C:9](=[O:26])[N:10]([CH2:17][C:18](=[O:25])[C:19]3[CH:24]=[CH:23][CH:22]=[CH:21][CH:20]=3)[C:11]3[CH:12]=[CH:13][CH:14]=[CH:15][C:16]=3[C:7]=2[N:6]([CH3:27])[C:5]=1[C:28]([NH:30][CH2:31][CH:32]1[CH2:37][CH2:36][NH:35][CH2:34][CH2:33]1)=[O:29].C(N(CC)CC)C.[C:45]([O:48][CH2:49][C:50](Cl)=[O:51])(=[O:47])[CH3:46], predict the reaction product. The product is: [C:45]([O:48][CH2:49][C:50]([N:35]1[CH2:34][CH2:33][CH:32]([CH2:31][NH:30][C:28]([C:5]2[N:6]([CH3:27])[C:7]3[C:16]4[CH:15]=[CH:14][CH:13]=[CH:12][C:11]=4[N:10]([CH2:17][C:18](=[O:25])[C:19]4[CH:24]=[CH:23][CH:22]=[CH:21][CH:20]=4)[C:9](=[O:26])[C:8]=3[C:4]=2[O:3][CH3:2])=[O:29])[CH2:37][CH2:36]1)=[O:51])(=[O:47])[CH3:46].